Binary Classification. Given a drug SMILES string, predict its activity (active/inactive) in a high-throughput screening assay against a specified biological target. From a dataset of Orexin1 receptor HTS with 218,158 compounds and 233 confirmed actives. The result is 0 (inactive). The compound is Clc1cc(N2CCN(S(=O)(=O)CCNC(=O)c3cc4OCOc4cc3)CC2)ccc1.